This data is from Full USPTO retrosynthesis dataset with 1.9M reactions from patents (1976-2016). The task is: Predict the reactants needed to synthesize the given product. (1) The reactants are: [O:1]=[C:2]([C:9]1[CH:14]=[CH:13][CH:12]=[CH:11][CH:10]=1)[CH2:3][C:4]([O:6][CH2:7][CH3:8])=[O:5].[H-].[Na+].[F:17][C:18]([F:28])([F:27])[C:19]1[CH:26]=[CH:25][C:22]([CH2:23]Br)=[CH:21][CH:20]=1.O. Given the product [O:1]=[C:2]([C:9]1[CH:14]=[CH:13][CH:12]=[CH:11][CH:10]=1)[CH:3]([CH2:23][C:22]1[CH:21]=[CH:20][C:19]([C:18]([F:17])([F:27])[F:28])=[CH:26][CH:25]=1)[C:4]([O:6][CH2:7][CH3:8])=[O:5], predict the reactants needed to synthesize it. (2) The reactants are: Cl[C:2]1[C:3](=[O:24])[C:4](=[O:23])[C:5]=1[NH:6][C:7]1[CH:12]=[CH:11][CH:10]=[C:9]([C:13]([N:15]2[CH2:20][CH2:19][N:18]([CH3:21])[CH2:17][CH2:16]2)=[O:14])[C:8]=1[OH:22].[CH3:25][O:26][C:27]1[CH:33]=[CH:32][CH:31]=[CH:30][C:28]=1[NH2:29]. Given the product [OH:22][C:8]1[C:9]([C:13]([N:15]2[CH2:20][CH2:19][N:18]([CH3:21])[CH2:17][CH2:16]2)=[O:14])=[CH:10][CH:11]=[CH:12][C:7]=1[NH:6][C:5]1[C:4](=[O:23])[C:3](=[O:24])[C:2]=1[NH:29][C:28]1[CH:30]=[CH:31][CH:32]=[CH:33][C:27]=1[O:26][CH3:25], predict the reactants needed to synthesize it. (3) Given the product [CH2:9]([O:16][C:17]1[CH:24]=[CH:23][C:20]([CH2:21][Cl:27])=[CH:19][CH:18]=1)[C:10]1[CH:15]=[CH:14][CH:13]=[CH:12][CH:11]=1, predict the reactants needed to synthesize it. The reactants are: C(O)C1C=CC=CC=1.[CH2:9]([O:16][C:17]1[CH:24]=[CH:23][C:20]([CH2:21]O)=[CH:19][CH:18]=1)[C:10]1[CH:15]=[CH:14][CH:13]=[CH:12][CH:11]=1.N1C(Cl)=NC(Cl)=NC=1[Cl:27].CCCCCC.C(OCC)(=O)C. (4) Given the product [C:18]([O:17][C:15]([N:9]1[CH2:14][CH2:13][N:12]([C:2]2[CH:7]=[CH:6][C:5]([Br:8])=[CH:4][N:3]=2)[CH2:11][CH2:10]1)=[O:16])([CH3:21])([CH3:19])[CH3:20], predict the reactants needed to synthesize it. The reactants are: Br[C:2]1[CH:7]=[CH:6][C:5]([Br:8])=[CH:4][N:3]=1.[N:9]1([C:15]([O:17][C:18]([CH3:21])([CH3:20])[CH3:19])=[O:16])[CH2:14][CH2:13][NH:12][CH2:11][CH2:10]1.C(=O)([O-])[O-].[Na+].[Na+]. (5) Given the product [Na+:30].[CH:10]([O:9][C:8]([NH:7][C:4]1[CH:5]=[CH:6][C:1]([C:14]2[CH:15]=[CH:16][C:17]([S:21]([O-:24])(=[O:23])=[O:22])=[CH:18][CH:19]=2)=[CH:2][CH:3]=1)=[O:13])([CH3:12])[CH3:11], predict the reactants needed to synthesize it. The reactants are: [C:1]1([C:14]2[CH:19]=[CH:18][CH:17]=[CH:16][CH:15]=2)[CH:6]=[CH:5][C:4]([NH:7][C:8](=[O:13])[O:9][CH:10]([CH3:12])[CH3:11])=[CH:3][CH:2]=1.Cl[S:21]([OH:24])(=[O:23])=[O:22].C(=O)=O.CO.[Na+:30].[Cl-]. (6) Given the product [CH2:1]([N:8]1[CH2:13][CH2:12][NH:11][C@H:10]([CH2:15][CH2:16][NH:18][C:19]2[CH:24]=[CH:23][CH:22]=[CH:21][CH:20]=2)[CH2:9]1)[C:2]1[CH:3]=[CH:4][CH:5]=[CH:6][CH:7]=1, predict the reactants needed to synthesize it. The reactants are: [CH2:1]([N:8]1[CH2:13][C:12](=O)[NH:11][C@H:10]([CH2:15][C:16]([NH:18][C:19]2[CH:24]=[CH:23][CH:22]=[CH:21][CH:20]=2)=O)[C:9]1=O)[C:2]1[CH:7]=[CH:6][CH:5]=[CH:4][CH:3]=1.C1COCC1.[H-].[Al+3].[Li+].[H-].[H-].[H-].[OH-].[Na+].